Dataset: Forward reaction prediction with 1.9M reactions from USPTO patents (1976-2016). Task: Predict the product of the given reaction. Given the reactants [CH3:1][C:2]([CH3:15])([CH:13]=C)[CH2:3][CH2:4][O:5][CH2:6][C:7]1[CH:12]=[CH:11][CH:10]=[CH:9][CH:8]=1.[C:16](=[O:18])=[O:17].CC(C)=[O:21].O=[O+][O-], predict the reaction product. The product is: [CH3:1][C:2]([CH:13]1[O:18][CH2:16][O:17][O:21]1)([CH3:15])[CH2:3][CH2:4][O:5][CH2:6][C:7]1[CH:12]=[CH:11][CH:10]=[CH:9][CH:8]=1.